From a dataset of Forward reaction prediction with 1.9M reactions from USPTO patents (1976-2016). Predict the product of the given reaction. (1) Given the reactants [Br:1][C:2]1[CH:3]=[N:4][C:5]2[N:6]([N:8]=[C:9]([C:11]([OH:13])=O)[CH:10]=2)[CH:7]=1.[S:14]1[CH:18]=[CH:17][C:16]([C:19]2[N:23]3[CH2:24][CH2:25][NH:26][CH2:27][C:22]3=[N:21][N:20]=2)=[CH:15]1, predict the reaction product. The product is: [Br:1][C:2]1[CH:3]=[N:4][C:5]2[N:6]([N:8]=[C:9]([C:11]([N:26]3[CH2:25][CH2:24][N:23]4[C:19]([C:16]5[CH:17]=[CH:18][S:14][CH:15]=5)=[N:20][N:21]=[C:22]4[CH2:27]3)=[O:13])[CH:10]=2)[CH:7]=1. (2) Given the reactants [CH3:1][CH:2]([CH3:25])[CH2:3][CH2:4][NH:5][CH2:6][C:7]1[CH:8]=[CH:9][C:10]2[O:16][C:15]3[CH:17]=[CH:18][C:19]([C:21]([NH2:23])=[O:22])=[CH:20][C:14]=3[CH2:13][CH2:12][C:11]=2[CH:24]=1.[CH3:26][S:27]([OH:30])(=[O:29])=[O:28], predict the reaction product. The product is: [CH3:26][S:27]([OH:30])(=[O:29])=[O:28].[CH3:1][CH:2]([CH3:25])[CH2:3][CH2:4][NH:5][CH2:6][C:7]1[CH:8]=[CH:9][C:10]2[O:16][C:15]3[CH:17]=[CH:18][C:19]([C:21]([NH2:23])=[O:22])=[CH:20][C:14]=3[CH2:13][CH2:12][C:11]=2[CH:24]=1.